Dataset: Peptide-MHC class II binding affinity with 134,281 pairs from IEDB. Task: Regression. Given a peptide amino acid sequence and an MHC pseudo amino acid sequence, predict their binding affinity value. This is MHC class II binding data. (1) The peptide sequence is LSEMLNKEYIDRQGK. The MHC is DRB1_0101 with pseudo-sequence DRB1_0101. The binding affinity (normalized) is 0.181. (2) The peptide sequence is SQTTANPSCPEGT. The MHC is DRB1_1302 with pseudo-sequence DRB1_1302. The binding affinity (normalized) is 0. (3) The binding affinity (normalized) is 0.701. The peptide sequence is IFYDVFFAVANGNEL. The MHC is DRB1_0701 with pseudo-sequence DRB1_0701. (4) The peptide sequence is QKLLLEEGVPSHIMS. The MHC is DRB1_1302 with pseudo-sequence DRB1_1302. The binding affinity (normalized) is 0.540.